Dataset: Full USPTO retrosynthesis dataset with 1.9M reactions from patents (1976-2016). Task: Predict the reactants needed to synthesize the given product. (1) Given the product [OH:25][C:24]1[CH:23]=[CH:22][C:21]([CH3:26])=[CH:20][C:19]=1[CH:7]([C:9]1[CH:10]=[CH:11][CH:12]=[CH:13][CH:14]=1)[CH2:6][C:5]([N:4]([CH:16]([CH3:18])[CH3:17])[CH:1]([CH3:2])[CH3:3])=[O:15], predict the reactants needed to synthesize it. The reactants are: [CH:1]([N:4]([CH:16]([CH3:18])[CH3:17])[C:5](=[O:15])[CH2:6][CH:7]([C:9]1[CH:14]=[CH:13][CH:12]=[CH:11][CH:10]=1)O)([CH3:3])[CH3:2].[CH:19]1[C:24]([OH:25])=[CH:23][CH:22]=[C:21]([CH3:26])[CH:20]=1.[OH-].[Na+]. (2) Given the product [OH:8][C@H:9]1[C@H:13]2[O:14][CH2:15][C@:10]1([CH2:34][OH:35])[O:11][C@H:12]2[N:16]1[CH:24]=[N:23][C:22]2[C:17]1=[N:18][CH:19]=[N:20][C:21]=2[NH2:25], predict the reactants needed to synthesize it. The reactants are: C([O:8][C@H:9]1[C@H:13]2[O:14][CH2:15][C@:10]1([CH2:34][O:35]CC1C=CC=CC=1)[O:11][C@H:12]2[N:16]1[CH:24]=[N:23][C:22]2[C:17]1=[N:18][CH:19]=[N:20][C:21]=2[NH:25]C(=O)C1C=CC=CC=1)C1C=CC=CC=1.B(Cl)(Cl)Cl.CO. (3) Given the product [Si:40]([O:39][C:36]([CH3:37])([CH3:38])[CH2:35][CH2:34][N:11]1[C:10](=[O:13])[CH2:9][C:8]2([CH2:7][CH2:6][C:5]([N:4]([CH3:22])[CH3:3])([C:16]3[CH:17]=[CH:18][CH:19]=[CH:20][CH:21]=3)[CH2:15][CH2:14]2)[CH2:12]1)([C:43]([CH3:44])([CH3:45])[CH3:46])([CH3:41])[CH3:42], predict the reactants needed to synthesize it. The reactants are: [OH-].[Na+].[CH3:3][N:4]([CH3:22])[C:5]1([C:16]2[CH:21]=[CH:20][CH:19]=[CH:18][CH:17]=2)[CH2:15][CH2:14][C:8]2([CH2:12][NH:11][C:10](=[O:13])[CH2:9]2)[CH2:7][CH2:6]1.CC1C=CC(S(O[CH2:34][CH2:35][C:36]([O:39][Si:40]([C:43]([CH3:46])([CH3:45])[CH3:44])([CH3:42])[CH3:41])([CH3:38])[CH3:37])(=O)=O)=CC=1.O. (4) Given the product [C:48]([N:47]1[C:41]2=[CH:42][CH:43]=[C:44]3[C:39]([N:38]=[C:37]([CH:57]([CH3:58])[CH3:59])[N:36]([C:33]4[CH:32]=[CH:31][C:30]([Cl:29])=[CH:35][CH:34]=4)[C:45]3=[O:46])=[C:40]2[CH:54]=[C:52]([CH3:53])[CH2:51]1)(=[O:50])[CH3:49], predict the reactants needed to synthesize it. The reactants are: C(N1C2=CC=C3C(N=C(C(C)C)N(C4C=CC(Cl)=CC=4)C3=O)=C2C=CC1)(=O)C.[Cl:29][C:30]1[CH:35]=[CH:34][C:33]([N:36]2[C:45](=[O:46])[C:44]3[C:39](=[C:40](C=C)[C:41]([N:47]([CH2:51][C:52]([CH3:54])=[CH2:53])[C:48](=[O:50])[CH3:49])=[CH:42][CH:43]=3)[N:38]=[C:37]2[CH:57]([CH3:59])[CH3:58])=[CH:32][CH:31]=1. (5) Given the product [Cl:12][C:10]1[CH:11]=[C:2]([NH:1][CH:17]([CH3:18])[CH2:16][O:15][CH3:14])[C:3]([CH3:13])=[C:4]([CH:9]=1)[C:5]([O:7][CH3:8])=[O:6], predict the reactants needed to synthesize it. The reactants are: [NH2:1][C:2]1[C:3]([CH3:13])=[C:4]([CH:9]=[C:10]([Cl:12])[CH:11]=1)[C:5]([O:7][CH3:8])=[O:6].[CH3:14][O:15][CH2:16][C:17](=O)[CH3:18].C([BH3-])#N.[Na+].CCOC(C)=O.